Dataset: Reaction yield outcomes from USPTO patents with 853,638 reactions. Task: Predict the reaction yield, written as a fraction of the theoretical maximum amount of product (1.0 means a 100% yield; for example, 0.34 means a 34% yield). (1) The reactants are [Br:1]N1C(=O)CCC1=O.[CH2:9]([O:11][C:12](=[O:21])[CH2:13][C:14]1[CH:15]=[C:16]([CH3:20])[CH:17]=[CH:18][CH:19]=1)[CH3:10]. The catalyst is C(Cl)(Cl)(Cl)Cl.C(OOC(=O)C1C=CC=CC=1)(=O)C1C=CC=CC=1. The product is [CH2:9]([O:11][C:12](=[O:21])[CH2:13][C:14]1[CH:19]=[CH:18][CH:17]=[C:16]([CH2:20][Br:1])[CH:15]=1)[CH3:10]. The yield is 0.330. (2) The reactants are [NH2:1][C:2]1[N:7]=[C:6]([N:8]([CH3:15])[C:9]2[CH:14]=[CH:13][CH:12]=[CH:11][CH:10]=2)[N:5]=[C:4]([C:16]2[N:20]=[C:19]([CH:21]3[CH2:26][CH2:25][CH:24]([OH:27])[CH2:23][CH2:22]3)[O:18][N:17]=2)[N:3]=1.[C:28]1(O)[CH:33]=[CH:32][CH:31]=[CH:30][CH:29]=1.C1(P(C2C=CC=CC=2)C2C=CC=CC=2)C=CC=CC=1.C(OC(N=NC(OC(C)(C)C)=O)=O)(C)(C)C. The catalyst is C1COCC1. The product is [CH3:15][N:8]([C:9]1[CH:14]=[CH:13][CH:12]=[CH:11][CH:10]=1)[C:6]1[N:7]=[C:2]([NH2:1])[N:3]=[C:4]([C:16]2[N:20]=[C:19]([CH:21]3[CH2:26][CH2:25][CH:24]([O:27][C:28]4[CH:33]=[CH:32][CH:31]=[CH:30][CH:29]=4)[CH2:23][CH2:22]3)[O:18][N:17]=2)[N:5]=1. The yield is 0.0800.